This data is from Full USPTO retrosynthesis dataset with 1.9M reactions from patents (1976-2016). The task is: Predict the reactants needed to synthesize the given product. The reactants are: [NH2:1][C:2]1[N:10]=[C:9]([O:11][CH:12]2[CH2:16][CH2:15][CH2:14][CH2:13]2)[N:8]=[C:7]2[C:3]=1[N:4]=[CH:5][N:6]2[C@H:17]1[C@@H:21]2[O:22]C(C)(C)[O:24][C@@H:20]2[C@@H:19]([C:27]([NH:29][CH:30]2[CH2:32][CH2:31]2)=[O:28])[O:18]1.C(O)(=O)C.C(O)=O. Given the product [NH2:1][C:2]1[N:10]=[C:9]([O:11][CH:12]2[CH2:13][CH2:14][CH2:15][CH2:16]2)[N:8]=[C:7]2[C:3]=1[N:4]=[CH:5][N:6]2[C@@H:17]1[O:18][C@H:19]([C:27]([NH:29][CH:30]2[CH2:31][CH2:32]2)=[O:28])[C@@H:20]([OH:24])[C@H:21]1[OH:22], predict the reactants needed to synthesize it.